Dataset: Full USPTO retrosynthesis dataset with 1.9M reactions from patents (1976-2016). Task: Predict the reactants needed to synthesize the given product. (1) Given the product [Cl:1][C:2]1[CH:3]=[CH:4][CH:5]=[C:6]2[C:11]=1[N:10]([CH2:12][C:13]1[CH:18]=[CH:17][CH:16]=[C:15]([C:19]([N:75]3[CH2:76][CH2:77][N:72]([C:78]4[N:79]=[CH:80][CH:81]=[CH:82][N:83]=4)[CH2:73][CH2:74]3)=[O:20])[CH:14]=1)[C:9](=[O:22])[NH:8][C:7]2=[O:23], predict the reactants needed to synthesize it. The reactants are: [Cl:1][C:2]1[CH:3]=[CH:4][CH:5]=[C:6]2[C:11]=1[N:10]([CH2:12][C:13]1[CH:18]=[CH:17][CH:16]=[C:15]([C:19](O)=[O:20])[CH:14]=1)[C:9](=[O:22])[NH:8][C:7]2=[O:23].ClC1C=CC=C2C=1N(CC1C=CC=C(C(OC)=O)C=1)C(=O)NC2=O.[OH-].[Na+].C(C1C=C(C=CC=1)CN1C2C(=CC=CC=2)C(=O)NC1=O)(O)=O.[N:72]1([C:78]2[N:83]=[CH:82][CH:81]=[CH:80][N:79]=2)[CH2:77][CH2:76][NH:75][CH2:74][CH2:73]1. (2) Given the product [Cl:22][C:15]1[C:16]([F:21])=[CH:17][CH:18]=[C:19]([Cl:20])[C:14]=1[CH:12]([O:11][N:10]1[C:4]2[C:5](=[N:6][CH:7]=[C:2]([C:31]3[CH:32]=[N:33][N:34]([CH:36]4[CH2:41][CH2:40][NH:39][CH2:38][CH2:37]4)[CH:35]=3)[CH:3]=2)[CH:8]=[CH:9]1)[CH3:13], predict the reactants needed to synthesize it. The reactants are: Br[C:2]1[CH:3]=[C:4]2[N:10]([O:11][CH:12]([C:14]3[C:19]([Cl:20])=[CH:18][CH:17]=[C:16]([F:21])[C:15]=3[Cl:22])[CH3:13])[CH:9]=[CH:8][C:5]2=[N:6][CH:7]=1.CC1(C)C(C)(C)OB([C:31]2[CH:32]=[N:33][N:34]([CH:36]3[CH2:41][CH2:40][N:39](C(OC(C)(C)C)=O)[CH2:38][CH2:37]3)[CH:35]=2)O1.Cl. (3) Given the product [C:1]([O:4][C@@H:5]1[C@@H:10]([O:11][C:12](=[O:14])[CH3:13])[C@H:9]([O:15][C:16](=[O:18])[CH3:17])[C@@H:8]([O:19]/[C:20](/[C:29]([O:31][CH3:32])=[O:30])=[CH:21]\[C:22]2[CH:27]=[CH:26][C:25]([Br:39])=[CH:24][CH:23]=2)[O:7][C@H:6]1[CH2:34][O:35][C:36](=[O:38])[CH3:37])(=[O:3])[CH3:2], predict the reactants needed to synthesize it. The reactants are: [C:1]([O:4][C@@H:5]1[C@@H:10]([O:11][C:12](=[O:14])[CH3:13])[C@H:9]([O:15][C:16](=[O:18])[CH3:17])[C@@H:8]([O:19]/[C:20](/[C:29]([O:31][CH2:32]C)=[O:30])=[CH:21]\[C:22]2[CH:27]=[CH:26][CH:25]=[CH:24][C:23]=2F)[O:7][C@H:6]1[CH2:34][O:35][C:36](=[O:38])[CH3:37])(=[O:3])[CH3:2].[Br:39]C1C=CC(CC(=O)C(OC)=O)=CC=1.[H-].[Na+].[Br-].C(O[C@@H]1[C@@H](OC(=O)C)[C@H](OC(=O)C)[C@@H](COC(=O)C)O[C@@H]1O)(=O)C.